This data is from Forward reaction prediction with 1.9M reactions from USPTO patents (1976-2016). The task is: Predict the product of the given reaction. The product is: [C:17]([C:21]1[CH:26]=[CH:25][C:24]([S:27]([N:10]([C:11]2[CH:16]=[CH:15][CH:14]=[CH:13][CH:12]=2)[CH2:2][C:3]([N:8]([CH2:6][CH3:7])[CH3:9])=[O:4])(=[O:29])=[O:28])=[CH:23][CH:22]=1)([CH3:20])([CH3:18])[CH3:19]. Given the reactants Br[CH2:2][C:3](Br)=[O:4].[CH2:6]([NH:8][CH3:9])[CH3:7].[NH2:10][C:11]1[CH:16]=[CH:15][CH:14]=[CH:13][CH:12]=1.[C:17]([C:21]1[CH:26]=[CH:25][C:24]([S:27](Cl)(=[O:29])=[O:28])=[CH:23][CH:22]=1)([CH3:20])([CH3:19])[CH3:18], predict the reaction product.